From a dataset of Full USPTO retrosynthesis dataset with 1.9M reactions from patents (1976-2016). Predict the reactants needed to synthesize the given product. (1) Given the product [C:5]([N:9]1[C:13](=[O:14])[C:12]([NH:1][CH2:2][CH2:3][OH:4])=[C:11]([C:16]2[CH:21]=[CH:20][CH:19]=[CH:18][CH:17]=2)[S:10]1(=[O:23])=[O:22])([CH3:8])([CH3:7])[CH3:6], predict the reactants needed to synthesize it. The reactants are: [NH2:1][CH2:2][CH2:3][OH:4].[C:5]([N:9]1[C:13](=[O:14])[C:12](Cl)=[C:11]([C:16]2[CH:21]=[CH:20][CH:19]=[CH:18][CH:17]=2)[S:10]1(=[O:23])=[O:22])([CH3:8])([CH3:7])[CH3:6]. (2) Given the product [ClH:1].[CH3:2][O:3][C:4]1[CH:5]=[C:6]2[C:11](=[CH:12][CH:13]=1)[CH:10]=[N:9][CH:8]=[C:7]2[CH2:14][CH2:15][NH:16][C:17](=[O:20])[CH2:18][CH3:19], predict the reactants needed to synthesize it. The reactants are: [ClH:1].[CH3:2][O:3][C:4]1[CH:5]=[C:6]2[C:11](=[CH:12][CH:13]=1)[CH2:10][NH:9][CH2:8][CH:7]2[CH2:14][CH2:15][NH:16][C:17](=[O:20])[CH2:18][CH3:19].C(N(CC)CC)C. (3) Given the product [CH3:1][C:2]1[O:6][C:5]([C:7]2[CH:15]=[CH:14][CH:13]=[CH:12][C:8]=2[C:9]([NH:22][C@H:18]2[CH2:19][CH2:20][CH2:21][C@:17]2([CH3:16])[NH:23][C:24]2[CH:29]=[N:28][C:27]([C:30]([F:33])([F:32])[F:31])=[CH:26][N:25]=2)=[O:11])=[N:4][N:3]=1, predict the reactants needed to synthesize it. The reactants are: [CH3:1][C:2]1[O:6][C:5]([C:7]2[CH:15]=[CH:14][CH:13]=[CH:12][C:8]=2[C:9]([OH:11])=O)=[N:4][N:3]=1.[CH3:16][C@:17]1([NH:23][C:24]2[CH:29]=[N:28][C:27]([C:30]([F:33])([F:32])[F:31])=[CH:26][N:25]=2)[CH2:21][CH2:20][CH2:19][C@@H:18]1[NH2:22].N1C2C(=NC=CC=2)N(O)N=1.C(Cl)CCl.C(N(CC)CC)C. (4) Given the product [CH2:1]([NH:5][C:12](=[O:14])[O:15][C:8]1[CH:7]=[CH:6][CH:11]=[CH:10][CH:9]=1)[CH2:2][CH2:3][CH3:4], predict the reactants needed to synthesize it. The reactants are: [CH2:1]([NH2:5])[CH2:2][CH2:3][CH3:4].[CH3:6][CH2:7][CH2:8][CH2:9][CH2:10][CH3:11].[C:12]([O:15]CC)(=[O:14])C.